From a dataset of NCI-60 drug combinations with 297,098 pairs across 59 cell lines. Regression. Given two drug SMILES strings and cell line genomic features, predict the synergy score measuring deviation from expected non-interaction effect. (1) Drug 1: C1=CC(=CC=C1CC(C(=O)O)N)N(CCCl)CCCl.Cl. Drug 2: C1=NC2=C(N=C(N=C2N1C3C(C(C(O3)CO)O)F)Cl)N. Cell line: HCT116. Synergy scores: CSS=32.0, Synergy_ZIP=-7.94, Synergy_Bliss=-6.58, Synergy_Loewe=-28.1, Synergy_HSA=-4.14. (2) Drug 1: CC1OCC2C(O1)C(C(C(O2)OC3C4COC(=O)C4C(C5=CC6=C(C=C35)OCO6)C7=CC(=C(C(=C7)OC)O)OC)O)O. Drug 2: C1CC(=O)NC(=O)C1N2C(=O)C3=CC=CC=C3C2=O. Cell line: CAKI-1. Synergy scores: CSS=53.7, Synergy_ZIP=9.67, Synergy_Bliss=12.7, Synergy_Loewe=-9.35, Synergy_HSA=12.9. (3) Drug 1: CC1C(C(=O)NC(C(=O)N2CCCC2C(=O)N(CC(=O)N(C(C(=O)O1)C(C)C)C)C)C(C)C)NC(=O)C3=C4C(=C(C=C3)C)OC5=C(C(=O)C(=C(C5=N4)C(=O)NC6C(OC(=O)C(N(C(=O)CN(C(=O)C7CCCN7C(=O)C(NC6=O)C(C)C)C)C)C(C)C)C)N)C. Drug 2: C1=CC=C(C=C1)NC(=O)CCCCCCC(=O)NO. Cell line: NCI-H226. Synergy scores: CSS=-1.73, Synergy_ZIP=-0.302, Synergy_Bliss=0.829, Synergy_Loewe=-3.21, Synergy_HSA=-2.59. (4) Drug 1: CC1=C2C(C(=O)C3(C(CC4C(C3C(C(C2(C)C)(CC1OC(=O)C(C(C5=CC=CC=C5)NC(=O)OC(C)(C)C)O)O)OC(=O)C6=CC=CC=C6)(CO4)OC(=O)C)OC)C)OC. Drug 2: C1CCC(C(C1)N)N.C(=O)(C(=O)[O-])[O-].[Pt+4]. Cell line: A549. Synergy scores: CSS=67.9, Synergy_ZIP=14.1, Synergy_Bliss=13.7, Synergy_Loewe=5.77, Synergy_HSA=17.0. (5) Drug 1: C1CC(=O)NC(=O)C1N2CC3=C(C2=O)C=CC=C3N. Drug 2: C(CC(=O)O)C(=O)CN.Cl. Cell line: NCI-H226. Synergy scores: CSS=16.4, Synergy_ZIP=8.25, Synergy_Bliss=12.4, Synergy_Loewe=12.2, Synergy_HSA=12.9. (6) Drug 1: C1=NC2=C(N1)C(=S)N=CN2. Drug 2: C1=NC2=C(N=C(N=C2N1C3C(C(C(O3)CO)O)F)Cl)N. Synergy scores: CSS=1.19, Synergy_ZIP=-2.89, Synergy_Bliss=-2.67, Synergy_Loewe=-8.76, Synergy_HSA=-6.10. Cell line: HCT-15. (7) Drug 1: CN1C(=O)N2C=NC(=C2N=N1)C(=O)N. Drug 2: CC12CCC3C(C1CCC2O)C(CC4=C3C=CC(=C4)O)CCCCCCCCCS(=O)CCCC(C(F)(F)F)(F)F. Cell line: NCI-H522. Synergy scores: CSS=-1.11, Synergy_ZIP=0.633, Synergy_Bliss=0.246, Synergy_Loewe=-1.93, Synergy_HSA=-1.84.